This data is from Reaction yield outcomes from USPTO patents with 853,638 reactions. The task is: Predict the reaction yield, written as a fraction of the theoretical maximum amount of product (1.0 means a 100% yield; for example, 0.34 means a 34% yield). (1) The reactants are [CH:1]1([CH:7]([NH:19][C:20]2[CH:28]=[CH:27][C:23]([C:24](O)=[O:25])=[CH:22][CH:21]=2)[C:8]2[CH:12]=[C:11]([CH2:13][CH:14]([CH3:16])[CH3:15])[S:10][C:9]=2[CH2:17][CH3:18])[CH2:6][CH2:5][CH2:4][CH2:3][CH2:2]1.[CH3:29][NH:30][CH2:31][CH2:32][C:33]([O:35]CC)=[O:34]. No catalyst specified. The product is [CH:1]1([CH:7]([NH:19][C:20]2[CH:21]=[CH:22][C:23]([C:24]([N:30]([CH3:29])[CH2:31][CH2:32][C:33]([OH:35])=[O:34])=[O:25])=[CH:27][CH:28]=2)[C:8]2[CH:12]=[C:11]([CH2:13][CH:14]([CH3:15])[CH3:16])[S:10][C:9]=2[CH2:17][CH3:18])[CH2:2][CH2:3][CH2:4][CH2:5][CH2:6]1. The yield is 0.760. (2) The reactants are [NH2:1][CH2:2][CH2:3][CH2:4][CH2:5][C@H:6]([NH:14][C:15](=[O:34])[NH:16][C@@H:17]([CH2:25][CH2:26][C:27]([O:29][C:30]([CH3:33])([CH3:32])[CH3:31])=[O:28])[C:18]([O:20][C:21]([CH3:24])([CH3:23])[CH3:22])=[O:19])[C:7]([O:9][C:10]([CH3:13])([CH3:12])[CH3:11])=[O:8].[CH2:35]1[C:40](=[O:41])[N:39]([O:42][C:43]([CH2:45][CH2:46][CH2:47][CH2:48][CH2:49][CH2:50][C:51](ON2C(=O)CCC2=O)=[O:52])=[O:44])[C:37](=[O:38])[CH2:36]1. The catalyst is CN(C=O)C. The product is [C:10]([O:9][C:7](=[O:8])[C@@H:6]([NH:14][C:15](=[O:34])[NH:16][C@@H:17]([CH2:25][CH2:26][C:27]([O:29][C:30]([CH3:33])([CH3:32])[CH3:31])=[O:28])[C:18]([O:20][C:21]([CH3:22])([CH3:23])[CH3:24])=[O:19])[CH2:5][CH2:4][CH2:3][CH2:2][NH:1][C:51](=[O:52])[CH2:50][CH2:49][CH2:48][CH2:47][CH2:46][CH2:45][C:43]([O:42][N:39]1[C:40](=[O:41])[CH2:35][CH2:36][C:37]1=[O:38])=[O:44])([CH3:13])([CH3:12])[CH3:11]. The yield is 0.730. (3) The reactants are N(C(OC(C)(C)C)=O)=NC(OC(C)(C)C)=O.[F:17][C:18]1[CH:19]=[CH:20][C:21]([N+:25]([O-:27])=[O:26])=[C:22]([OH:24])[CH:23]=1.O[CH:29]1[CH2:34][CH2:33][N:32]([C:35]([O:37][C:38]([CH3:41])([CH3:40])[CH3:39])=[O:36])[CH2:31][CH2:30]1.C1(P(C2C=CC=CC=2)C2C=CC=CC=2)C=CC=CC=1. The catalyst is C(Cl)Cl. The product is [F:17][C:18]1[CH:19]=[CH:20][C:21]([N+:25]([O-:27])=[O:26])=[C:22]([CH:23]=1)[O:24][CH:29]1[CH2:34][CH2:33][N:32]([C:35]([O:37][C:38]([CH3:41])([CH3:40])[CH3:39])=[O:36])[CH2:31][CH2:30]1. The yield is 0.400. (4) The reactants are [CH3:1][O:2][C:3]1[CH:8]=[CH:7][C:6]([CH2:9][CH2:10][CH2:11]O)=[CH:5][CH:4]=1.P(Br)(Br)[Br:14]. The catalyst is C1(C)C=CC=CC=1. The product is [CH3:1][O:2][C:3]1[CH:8]=[CH:7][C:6]([CH2:9][CH2:10][CH2:11][Br:14])=[CH:5][CH:4]=1. The yield is 0.610. (5) The reactants are Br[C:2]1[N:7]=[N:6][C:5]([NH2:8])=[N:4][C:3]=1[C:9]1[CH:14]=[CH:13][CH:12]=[CH:11][CH:10]=1.[F:15][C:16]1[CH:17]=[C:18](B(O)O)[CH:19]=[C:20]([O:22][CH3:23])[CH:21]=1. No catalyst specified. The product is [F:15][C:16]1[CH:17]=[C:18]([C:2]2[N:7]=[N:6][C:5]([NH2:8])=[N:4][C:3]=2[C:9]2[CH:14]=[CH:13][CH:12]=[CH:11][CH:10]=2)[CH:19]=[C:20]([O:22][CH3:23])[CH:21]=1. The yield is 0.320. (6) The reactants are B.[CH3:2][N:3]1[C:12]2[CH:11]=[CH:10][CH:9]=[C:8]3[C@@H:13]4[CH2:18][N:17]([C:19]([O:21][CH2:22][CH3:23])=[O:20])[CH2:16][CH2:15][C@@H:14]4[N:6]([C:7]=23)[CH2:5][C:4]1=O.Cl. The catalyst is O1CCCC1. The product is [CH3:2][N:3]1[C:12]2[CH:11]=[CH:10][CH:9]=[C:8]3[C@@H:13]4[CH2:18][N:17]([C:19]([O:21][CH2:22][CH3:23])=[O:20])[CH2:16][CH2:15][C@@H:14]4[N:6]([C:7]=23)[CH2:5][CH2:4]1. The yield is 0.930.